Dataset: Reaction yield outcomes from USPTO patents with 853,638 reactions. Task: Predict the reaction yield, written as a fraction of the theoretical maximum amount of product (1.0 means a 100% yield; for example, 0.34 means a 34% yield). (1) The reactants are [CH3:1][N:2]1[C:7](=[O:8])[C:6]2[C:9]([C:30]3[CH:35]=[CH:34][CH:33]=[CH:32][CH:31]=3)=[C:10]([C:12]3[CH:17]=[CH:16][C:15]([C:18]4([NH:22][C:23](=[O:29])[O:24][C:25]([CH3:28])([CH3:27])[CH3:26])[CH2:21][CH2:20][CH2:19]4)=[CH:14][CH:13]=3)[O:11][C:5]=2[N:4]=[C:3]1S(C)(=O)=O.[NH2:40][CH2:41][C@@H:42]([OH:44])[CH3:43]. The catalyst is C1COCC1. The product is [OH:44][C@@H:42]([CH3:43])[CH2:41][NH:40][C:3]1[N:2]([CH3:1])[C:7](=[O:8])[C:6]2[C:9]([C:30]3[CH:35]=[CH:34][CH:33]=[CH:32][CH:31]=3)=[C:10]([C:12]3[CH:17]=[CH:16][C:15]([C:18]4([NH:22][C:23](=[O:29])[O:24][C:25]([CH3:27])([CH3:28])[CH3:26])[CH2:19][CH2:20][CH2:21]4)=[CH:14][CH:13]=3)[O:11][C:5]=2[N:4]=1. The yield is 0.710. (2) The reactants are O=P(Cl)(Cl)Cl.[Cl:6][C:7]1[CH:12]=[CH:11][C:10]([C:13]2[NH:14][C:15]3[C:20]([CH:21]=2)=[CH:19][CH:18]=[CH:17][CH:16]=3)=[CH:9][CH:8]=1.[OH-].[Na+].CN([CH:27]=[O:28])C. No catalyst specified. The product is [Cl:6][C:7]1[CH:8]=[CH:9][C:10]([C:13]2[NH:14][C:15]3[C:20]([C:21]=2[CH:27]=[O:28])=[CH:19][CH:18]=[CH:17][CH:16]=3)=[CH:11][CH:12]=1. The yield is 0.930. (3) The catalyst is CN(C)C=O. The product is [CH3:3][C:4]1[CH:5]=[C:6]2[C:10](=[CH:11][CH:12]=1)[N:9]([CH2:26][C:27]1[O:28][C:29]([C:32]([F:35])([F:34])[F:33])=[CH:30][CH:31]=1)[C:8](=[O:13])[C:7]12[C:17]2=[CH:18][C:19]3[O:23][CH2:22][O:21][C:20]=3[CH:24]=[C:16]2[O:15][CH2:14]1. The reactants are [H-].[Na+].[CH3:3][C:4]1[CH:5]=[C:6]2[C:10](=[CH:11][CH:12]=1)[NH:9][C:8](=[O:13])[C:7]12[C:17]2=[CH:18][C:19]3[O:23][CH2:22][O:21][C:20]=3[CH:24]=[C:16]2[O:15][CH2:14]1.Br[CH2:26][C:27]1[O:28][C:29]([C:32]([F:35])([F:34])[F:33])=[CH:30][CH:31]=1. The yield is 0.770.